Dataset: Forward reaction prediction with 1.9M reactions from USPTO patents (1976-2016). Task: Predict the product of the given reaction. (1) The product is: [CH:1]1([N:6]2[C:15]3[N:14]=[C:13]([NH:16][C:17]4[CH:25]=[CH:24][C:20]([C:21]([NH:63][CH:64]5[CH2:68][CH2:67][N:66]([C:69]([O:71][C:72]([CH3:75])([CH3:74])[CH3:73])=[O:70])[CH2:65]5)=[O:23])=[CH:19][C:18]=4[O:26][CH3:27])[N:12]=[CH:11][C:10]=3[N:9]([CH3:28])[C:8](=[O:29])[C@H:7]2[CH2:30][CH3:31])[CH2:2][CH2:3][CH2:4][CH2:5]1. Given the reactants [CH:1]1([N:6]2[C:15]3[N:14]=[C:13]([NH:16][C:17]4[CH:25]=[CH:24][C:20]([C:21]([OH:23])=O)=[CH:19][C:18]=4[O:26][CH3:27])[N:12]=[CH:11][C:10]=3[N:9]([CH3:28])[C:8](=[O:29])[C@H:7]2[CH2:30][CH3:31])[CH2:5][CH2:4][CH2:3][CH2:2]1.CN(C(ON1N=NC2C=CC=CC1=2)=[N+](C)C)C.[B-](F)(F)(F)F.CCN(C(C)C)C(C)C.[NH2:63][CH:64]1[CH2:68][CH2:67][N:66]([C:69]([O:71][C:72]([CH3:75])([CH3:74])[CH3:73])=[O:70])[CH2:65]1, predict the reaction product. (2) Given the reactants C([O:3][C:4]([C:6]1[C:7]([CH:18]([F:20])[F:19])=[N:8][N:9]([C:14]([CH3:17])([CH3:16])[CH3:15])[C:10]=1[CH:11]([F:13])[F:12])=[O:5])C.[OH-].[Na+], predict the reaction product. The product is: [C:14]([N:9]1[C:10]([CH:11]([F:12])[F:13])=[C:6]([C:4]([OH:5])=[O:3])[C:7]([CH:18]([F:20])[F:19])=[N:8]1)([CH3:17])([CH3:15])[CH3:16]. (3) Given the reactants [Cl:1][C:2]1[C:3]([N+:10]([O-])=O)=[CH:4][C:5]([CH3:9])=[C:6]([CH:8]=1)[NH2:7].[N:13]([O-])=O.[Na+].Cl[Sn]Cl.[OH-].[Na+], predict the reaction product. The product is: [Cl:1][C:2]1[CH:8]=[C:6]2[C:5]([CH:9]=[N:13][NH:7]2)=[CH:4][C:3]=1[NH2:10]. (4) Given the reactants CS(OS(C)(=O)=O)(=O)=O.[CH3:10][O:11][C:12]([N:14]([C:30]1[C:39]([C:40]([O:42][CH3:43])=[O:41])=[C:38]2[C:33]([CH:34]3[CH2:44][CH:35]3[CH2:36][O:37]2)=[CH:32][CH:31]=1)[S:15]([C:18]1[CH:23]=[CH:22][C:21]([F:24])=[CH:20][C:19]=1/[CH:25]=[CH:26]\[CH2:27][CH2:28]O)(=[O:17])=[O:16])=[O:13].[CH:45]([N:48](C(C)C)[CH2:49][CH3:50])(C)[CH3:46].C(NCC)C, predict the reaction product. The product is: [CH3:10][O:11][C:12]([N:14]([C:30]1[C:39]([C:40]([O:42][CH3:43])=[O:41])=[C:38]2[C:33]([CH:34]3[CH2:44][CH:35]3[CH2:36][O:37]2)=[CH:32][CH:31]=1)[S:15]([C:18]1[CH:23]=[CH:22][C:21]([F:24])=[CH:20][C:19]=1/[CH:25]=[CH:26]\[CH2:27][CH2:28][N:48]([CH2:49][CH3:50])[CH2:45][CH3:46])(=[O:17])=[O:16])=[O:13]. (5) Given the reactants BrC1C=CC(S(O[CH2:12][CH2:13][CH2:14][CH:15]2[CH2:19][CH2:18][CH2:17][CH2:16]2)(=O)=O)=CC=1.[I-:20].[Na+], predict the reaction product. The product is: [CH:15]1([CH2:14][CH2:13][CH2:12][I:20])[CH2:19][CH2:18][CH2:17][CH2:16]1. (6) Given the reactants [CH3:1][O:2][C:3]1[CH:8]=[CH:7][CH:6]=[CH:5][C:4]=1[C:9]1[S:13][C:12]([S:14](N2C=CC=C2)(=[O:16])=[O:15])=[CH:11][CH:10]=1.[Na].S(Cl)([Cl:26])(=O)=O, predict the reaction product. The product is: [Cl:26][S:14]([C:12]1[S:13][C:9]([C:4]2[CH:5]=[CH:6][CH:7]=[CH:8][C:3]=2[O:2][CH3:1])=[CH:10][CH:11]=1)(=[O:16])=[O:15]. (7) Given the reactants [Cl:1][C:2]1[CH:3]=[CH:4][C:5]([O:14]C2CCCCO2)=[C:6]([C:8]2[CH:13]=[CH:12][N:11]=[CH:10][CH:9]=2)[CH:7]=1.C1(C)C=CC(S([O-])(=O)=O)=CC=1.[NH+]1C=CC=CC=1, predict the reaction product. The product is: [Cl:1][C:2]1[CH:3]=[CH:4][C:5]([OH:14])=[C:6]([C:8]2[CH:9]=[CH:10][N:11]=[CH:12][CH:13]=2)[CH:7]=1. (8) Given the reactants [F:1][C:2]1[CH:7]=[CH:6][C:5]([CH:8]([C:10]2[CH:15]=[C:14]([O:16][C:17]([F:22])([F:21])[CH:18]([F:20])[F:19])[CH:13]=[C:12]([F:23])[CH:11]=2)[NH2:9])=[CH:4][C:3]=1[O:24][CH:25]([CH3:27])[CH3:26].[CH:28](OC(=O)C)=[O:29].C(OC(=O)C)(=O)C.C(O)=O, predict the reaction product. The product is: [F:1][C:2]1[CH:7]=[CH:6][C:5]([CH:8]([C:10]2[CH:15]=[C:14]([O:16][C:17]([F:21])([F:22])[CH:18]([F:20])[F:19])[CH:13]=[C:12]([F:23])[CH:11]=2)[NH:9][CH:28]=[O:29])=[CH:4][C:3]=1[O:24][CH:25]([CH3:27])[CH3:26].